This data is from Reaction yield outcomes from USPTO patents with 853,638 reactions. The task is: Predict the reaction yield, written as a fraction of the theoretical maximum amount of product (1.0 means a 100% yield; for example, 0.34 means a 34% yield). (1) The reactants are [CH3:1][C:2]1[O:6][N:5]=[C:4]([C:7]2[CH:12]=[CH:11][CH:10]=[CH:9][CH:8]=2)[C:3]=1[CH2:13][OH:14].[CH2:15]([O:17][C:18](=[O:27])[C:19]1[CH:24]=[CH:23][C:22](O)=[N:21][C:20]=1[CH3:26])[CH3:16]. No catalyst specified. The product is [CH2:15]([O:17][C:18](=[O:27])[C:19]1[CH:24]=[CH:23][C:22]([O:14][CH2:13][C:3]2[C:4]([C:7]3[CH:12]=[CH:11][CH:10]=[CH:9][CH:8]=3)=[N:5][O:6][C:2]=2[CH3:1])=[N:21][C:20]=1[CH3:26])[CH3:16]. The yield is 0.550. (2) The reactants are [OH:1][C:2]1[CH:3]=[C:4]([CH:7]=[CH:8][CH:9]=1)[CH:5]=[O:6].[CH2:10](Br)[CH:11]=[CH2:12].C([O-])([O-])=O.[Cs+].[Cs+]. The catalyst is CN(C)C(=O)C.C(OCC)C. The product is [CH2:12]([O:1][C:2]1[CH:3]=[C:4]([CH:7]=[CH:8][CH:9]=1)[CH:5]=[O:6])[CH:11]=[CH2:10]. The yield is 0.890. (3) The reactants are C([O:4][C@@H:5]1[C@:9]([CH:18]=[CH2:19])([O:10][CH2:11][C:12]2[CH:17]=[CH:16][CH:15]=[CH:14][CH:13]=2)[C@@H:8]([CH2:20][O:21][CH2:22][C:23]2[CH:28]=[CH:27][CH:26]=[CH:25][CH:24]=2)[O:7][C@H:6]1[N:29]1[CH:37]=[C:35]([CH3:36])[C:33](=[O:34])[NH:32][C:30]1=[O:31])(=O)C.C[O-].[Na+].Cl. The catalyst is CO. The product is [CH2:11]([O:10][C@:9]1([CH:18]=[CH2:19])[C@@H:8]([CH2:20][O:21][CH2:22][C:23]2[CH:28]=[CH:27][CH:26]=[CH:25][CH:24]=2)[O:7][C@@H:6]([N:29]2[CH:37]=[C:35]([CH3:36])[C:33](=[O:34])[NH:32][C:30]2=[O:31])[C@@H:5]1[OH:4])[C:12]1[CH:13]=[CH:14][CH:15]=[CH:16][CH:17]=1. The yield is 0.970. (4) The reactants are [NH2:1][C:2]1[N:7]=[CH:6][N:5]=[C:4]2[N:8]([CH:14]([C:16]3[C:17]([O:35][CH3:36])=[C:18]([CH:24]4[CH2:27][N:26](C(OC(C)(C)C)=O)[CH2:25]4)[C:19]([F:23])=[C:20]([Cl:22])[CH:21]=3)[CH3:15])[N:9]=[C:10]([CH:11]([F:13])[F:12])[C:3]=12.[ClH:37].O1CCOCC1. The catalyst is C(Cl)Cl. The product is [ClH:22].[ClH:37].[NH:26]1[CH2:27][CH:24]([C:18]2[C:17]([O:35][CH3:36])=[C:16]([CH:14]([N:8]3[C:4]4=[N:5][CH:6]=[N:7][C:2]([NH2:1])=[C:3]4[C:10]([CH:11]([F:13])[F:12])=[N:9]3)[CH3:15])[CH:21]=[C:20]([Cl:22])[C:19]=2[F:23])[CH2:25]1. The yield is 0.890. (5) The reactants are [C:1]([O:4][C@H:5]1[C@@H:10]([O:11][C:12](=[O:14])[CH3:13])[C@H:9]([O:15][C:16](=[O:18])[CH3:17])[C@@H:8]([CH2:19][O:20][C:21](=[O:23])[CH3:22])[O:7][C@@H:6]1[O:24][C@H:25]1[C@H:30]([O:31][C:32](=[O:34])[CH3:33])[C@@H:29]([CH2:35][O:36][C:37](=[O:39])[CH3:38])[O:28][C@H:27]([O:40][C@H:41]2[C@H:46]([O:47][C:48](=[O:50])[CH3:49])[C@@H:45]([CH2:51][O:52][C:53](=[O:55])[CH3:54])[O:44][C@H:43]([O:56][C@H:57]3[C@H:62]([O:63][C:64](=[O:66])[CH3:65])[C@@H:61]([CH2:67][O:68][C:69](=[O:71])[CH3:70])[O:60][C@H:59]([O:72][C@H:73]4[C@@H:94]([O:95][C:96](=[O:98])[CH3:97])[C@H:93]([O:99][C:100](=[O:102])[CH3:101])[C@@H:92]([CH2:103][O:104][C:105](=[O:107])[CH3:106])[O:91][C@@H:74]4[O:75][CH2:76][CH2:77][CH2:78][CH2:79][CH2:80][CH2:81][CH2:82][CH2:83][CH2:84][CH2:85][CH2:86][CH2:87][N:88]=[N+:89]=[N-:90])[C@H:58]3[O:108][C:109](=[O:111])[CH3:110])[C@H:42]2[O:112][C:113](=[O:115])[CH3:114])[C@H:26]1[O:116][C:117](=[O:119])[CH3:118])(=[O:3])[CH3:2].[C:120]([C:122]1[C:131]2[C:126](=[CH:127][CH:128]=[CH:129][CH:130]=2)[CH:125]=[CH:124][CH:123]=1)#[CH:121].O=C1O[C@H]([C@H](CO)O)C([O-])=C1O.[Na+]. The catalyst is S([O-])([O-])(=O)=O.[Cu+2].C(O)(C)(C)C. The product is [C:1]([O:4][C@H:5]1[C@@H:10]([O:11][C:12](=[O:14])[CH3:13])[C@H:9]([O:15][C:16](=[O:18])[CH3:17])[C@@H:8]([CH2:19][O:20][C:21](=[O:23])[CH3:22])[O:7][C@@H:6]1[O:24][C@H:25]1[C@H:30]([O:31][C:32](=[O:34])[CH3:33])[C@@H:29]([CH2:35][O:36][C:37](=[O:39])[CH3:38])[O:28][C@H:27]([O:40][C@H:41]2[C@H:46]([O:47][C:48](=[O:50])[CH3:49])[C@@H:45]([CH2:51][O:52][C:53](=[O:55])[CH3:54])[O:44][C@H:43]([O:56][C@H:57]3[C@H:62]([O:63][C:64](=[O:66])[CH3:65])[C@@H:61]([CH2:67][O:68][C:69](=[O:71])[CH3:70])[O:60][C@H:59]([O:72][C@H:73]4[C@@H:94]([O:95][C:96](=[O:98])[CH3:97])[C@H:93]([O:99][C:100](=[O:102])[CH3:101])[C@@H:92]([CH2:103][O:104][C:105](=[O:107])[CH3:106])[O:91][C@@H:74]4[O:75][CH2:76][CH2:77][CH2:78][CH2:79][CH2:80][CH2:81][CH2:82][CH2:83][CH2:84][CH2:85][CH2:86][CH2:87][N:88]4[CH:121]=[C:120]([C:122]5[C:131]6[C:126](=[CH:127][CH:128]=[CH:129][CH:130]=6)[CH:125]=[CH:124][CH:123]=5)[N:90]=[N:89]4)[C@H:58]3[O:108][C:109](=[O:111])[CH3:110])[C@H:42]2[O:112][C:113](=[O:115])[CH3:114])[C@H:26]1[O:116][C:117](=[O:119])[CH3:118])(=[O:3])[CH3:2]. The yield is 0.260. (6) The reactants are [N:1]1[C:6]2[NH:7][CH:8]=[CH:9][C:5]=2[CH:4]=[N:3][CH:2]=1.[C:10]1([C:16](=[N:23][C:24]2[CH:25]=[N:26][CH:27]=[C:28]([CH:31]=2)[CH:29]=[O:30])[C:17]2[CH:22]=[CH:21][CH:20]=[CH:19][CH:18]=2)[CH:15]=[CH:14][CH:13]=[CH:12][CH:11]=1.[OH-].[K+].[Cl-].[NH4+]. The catalyst is CO. The product is [C:10]1([C:16](=[N:23][C:24]2[CH:31]=[C:28]([CH:29]([C:9]3[C:5]4[CH:4]=[N:3][CH:2]=[N:1][C:6]=4[NH:7][CH:8]=3)[OH:30])[CH:27]=[N:26][CH:25]=2)[C:17]2[CH:22]=[CH:21][CH:20]=[CH:19][CH:18]=2)[CH:15]=[CH:14][CH:13]=[CH:12][CH:11]=1. The yield is 0.620.